Dataset: Forward reaction prediction with 1.9M reactions from USPTO patents (1976-2016). Task: Predict the product of the given reaction. (1) Given the reactants Cl[C:2]1[CH:7]=[C:6]([N:8]2[CH2:13][CH2:12][O:11][CH2:10][CH2:9]2)[N:5]=[C:4]([C:14]2[CH:19]=[CH:18][CH:17]=[C:16]([CH2:20][OH:21])[CH:15]=2)[N:3]=1.[C:22]([C:25]1[CH:26]=[C:27](B(O)O)[CH:28]=[CH:29][CH:30]=1)(=[O:24])[NH2:23], predict the reaction product. The product is: [C:22]([C:25]1[CH:30]=[C:29]([C:2]2[CH:7]=[C:6]([N:8]3[CH2:13][CH2:12][O:11][CH2:10][CH2:9]3)[N:5]=[C:4]([C:14]3[CH:19]=[CH:18][CH:17]=[C:16]([CH2:20][OH:21])[CH:15]=3)[N:3]=2)[CH:28]=[CH:27][CH:26]=1)(=[O:24])[NH2:23]. (2) Given the reactants CS(O[C@H:6]1[C@H:10]([N:11]=[N+:12]=[N-:13])[CH2:9][O:8][CH2:7]1)(=O)=O.[N-:14]=[N+:15]=[N-:16].[Na+].CN(C=O)C.N1C=CC=CC=1, predict the reaction product. The product is: [N:14]([C@H:6]1[C@@H:10]([N:11]=[N+:12]=[N-:13])[CH2:9][O:8][CH2:7]1)=[N+:15]=[N-:16]. (3) Given the reactants O[C:2]1[CH:3]=[C:4]([CH:7]=[C:8]([OH:10])[CH:9]=1)[C:5]#[N:6].Br[CH2:12][CH2:13][CH2:14][CH2:15][CH2:16][CH2:17][CH2:18][CH2:19][CH2:20][CH2:21][CH2:22][CH2:23][CH2:24][CH2:25][CH3:26].[C:27](=[O:30])([O-])[O-].[K+].[K+].[CH3:33][C:34]([CH3:36])=O, predict the reaction product. The product is: [CH2:12]([O:10][C:8]1[CH:7]=[C:4]([CH:3]=[C:2]([O:30][CH2:27][CH2:33][CH2:34][CH2:36][CH2:22][CH2:21][CH2:20][CH2:19][CH2:18][CH2:17][CH2:16][CH2:15][CH2:14][CH2:13][CH3:12])[CH:9]=1)[C:5]#[N:6])[CH2:13][CH2:14][CH2:15][CH2:16][CH2:17][CH2:18][CH2:19][CH2:20][CH2:21][CH2:22][CH2:23][CH2:24][CH2:25][CH3:26]. (4) Given the reactants Br[C:2]1[C:11](=[O:12])[NH:10][C:9]2[N:8]=[C:7]([S:13][CH2:14][C:15]3[CH:20]=[CH:19][CH:18]=[C:17]([F:21])[C:16]=3[F:22])[N:6]=[C:5]([NH:23][C@H:24]([CH3:27])[CH2:25][OH:26])[C:4]=2[N:3]=1.[CH2:28]([CH2:30][NH2:31])[OH:29].C(N(CC)C(C)C)(C)C, predict the reaction product. The product is: [F:22][C:16]1[C:17]([F:21])=[CH:18][CH:19]=[CH:20][C:15]=1[CH2:14][S:13][C:7]1[N:6]=[C:5]([NH:23][C@H:24]([CH3:27])[CH2:25][OH:26])[C:4]2[N:3]=[C:2]([NH:31][CH2:30][CH2:28][OH:29])[C:11](=[O:12])[NH:10][C:9]=2[N:8]=1.